From a dataset of Forward reaction prediction with 1.9M reactions from USPTO patents (1976-2016). Predict the product of the given reaction. (1) The product is: [F:47][C:18]([F:17])([F:46])[C:19]1[CH:24]=[C:23]([C:25]([F:28])([F:26])[F:27])[CH:22]=[CH:21][C:20]=1[C:29]1[CH:33]=[C:32]([CH2:34][N:13]2[CH:14]=[CH:15][C:10]3=[CH:9][C:8]([C:3]4[CH:4]=[CH:5][CH:6]=[CH:7][C:2]=4[F:1])=[N:16][C:11]3=[N:12]2)[O:31][N:30]=1. Given the reactants [F:1][C:2]1[CH:7]=[CH:6][CH:5]=[CH:4][C:3]=1[C:8]1[NH:16][C:11]2[N:12]=[N:13][CH:14]=[CH:15][C:10]=2[CH:9]=1.[F:17][C:18]([F:47])([F:46])[C:19]1[CH:24]=[C:23]([C:25]([F:28])([F:27])[F:26])[CH:22]=[CH:21][C:20]=1[C:29]1[CH:33]=[C:32]([CH2:34]OS(C2C=CC(C)=CC=2)(=O)=O)[O:31][N:30]=1, predict the reaction product. (2) The product is: [C:1]([O:5][C:6](=[O:12])[N:7]([CH2:9][CH2:10][CH2:11][S:13][CH2:14][CH2:15][OH:16])[CH3:8])([CH3:4])([CH3:3])[CH3:2]. Given the reactants [C:1]([O:5][C:6](=[O:12])[N:7]([CH2:9][CH:10]=[CH2:11])[CH3:8])([CH3:4])([CH3:3])[CH3:2].[SH:13][CH2:14][CH2:15][OH:16], predict the reaction product.